This data is from Forward reaction prediction with 1.9M reactions from USPTO patents (1976-2016). The task is: Predict the product of the given reaction. (1) The product is: [N+:1]([C:4]1[CH:12]=[C:7]2[CH2:8][N:9]([C:20](=[O:22])[CH3:21])[CH2:10][CH2:11][N:6]2[N:5]=1)([O-:3])=[O:2]. Given the reactants [N+:1]([C:4]1[CH:12]=[C:7]2[CH2:8][NH:9][CH2:10][CH2:11][N:6]2[N:5]=1)([O-:3])=[O:2].C(N(CC)CC)C.[C:20](Cl)(=[O:22])[CH3:21], predict the reaction product. (2) The product is: [C:6]([C:5]1[CH:8]=[CH:9][C:2]([C:17]2[O:16][C:15]([C:2]3[CH:9]=[CH:8][C:5]([C:6]#[N:7])=[CH:4][N:3]=3)=[CH:19][CH:18]=2)=[N:3][CH:4]=1)#[N:7]. Given the reactants Cl[C:2]1[CH:9]=[CH:8][C:5]([C:6]#[N:7])=[CH:4][N:3]=1.C([Sn](CCCC)(CCCC)[C:15]1[O:16][C:17]([Sn](CCCC)(CCCC)CCCC)=[CH:18][CH:19]=1)CCC, predict the reaction product. (3) Given the reactants [C:1]([CH:5]1[CH2:10][CH2:9][CH:8]([O:11][C:12]2[CH:13]=[C:14]3[C:19](=[CH:20][CH:21]=2)[CH:18]=[C:17]([CH2:22][N:23]2[CH2:28][CH2:27][C:26]([CH2:32][CH3:33])([C:29]([OH:31])=[O:30])[CH2:25][CH2:24]2)[CH:16]=[CH:15]3)[CH2:7][CH2:6]1)([CH3:4])([CH3:3])[CH3:2].[CH2:34](C1(C(O)=O)CCNCC1)CC.C(C1CCC(OC2C=C3C(=CC=2)C=C(C=O)C=C3)CC1)(C)(C)C.C(O)(=O)C.CO.C([BH3-])#N.[Na+], predict the reaction product. The product is: [C:1]([CH:5]1[CH2:6][CH2:7][CH:8]([O:11][C:12]2[CH:13]=[C:14]3[C:19](=[CH:20][CH:21]=2)[CH:18]=[C:17]([CH2:22][N:23]2[CH2:24][CH2:25][C:26]([CH2:32][CH2:33][CH3:34])([C:29]([OH:31])=[O:30])[CH2:27][CH2:28]2)[CH:16]=[CH:15]3)[CH2:9][CH2:10]1)([CH3:4])([CH3:3])[CH3:2]. (4) Given the reactants [H-].COCCO[Al+]OCCOC.[Na+].[H-].[NH2:15][C@@:16]12[CH2:23][C:22](=[CH2:24])[CH2:21][C@@H:20]1[C:19](=O)[N:18]([C@@H:26]([C:28]1[CH:33]=[CH:32][CH:31]=[CH:30][CH:29]=1)[CH3:27])[CH2:17]2.[OH-].[Na+], predict the reaction product. The product is: [NH2:15][C@@:16]12[CH2:23][C:22](=[CH2:24])[CH2:21][C@@H:20]1[CH2:19][N:18]([C@@H:26]([C:28]1[CH:33]=[CH:32][CH:31]=[CH:30][CH:29]=1)[CH3:27])[CH2:17]2. (5) Given the reactants C[O:2][C:3]([C:5]1[S:9][C:8]2[CH:10]=[C:11]([Cl:14])[CH:12]=[CH:13][C:7]=2[C:6]=1[O:15][CH2:16][CH2:17][CH2:18][C:19]#[N:20])=[O:4].[OH-].[Li+].O.[Cl-].[NH4+], predict the reaction product. The product is: [Cl:14][C:11]1[CH:12]=[CH:13][C:7]2[C:6]([O:15][CH2:16][CH2:17][CH2:18][C:19]#[N:20])=[C:5]([C:3]([OH:4])=[O:2])[S:9][C:8]=2[CH:10]=1. (6) Given the reactants [Br:1][C:2]1[CH:3]=[C:4]2[C:9](=[CH:10][CH:11]=1)[N:8]=[C:7](Cl)[CH:6]=[N:5]2.[Cl:13][C:14]1[CH:15]=[C:16]([CH:19]=[CH:20][CH:21]=1)[CH2:17][NH2:18].O, predict the reaction product. The product is: [Br:1][C:2]1[CH:3]=[C:4]2[C:9](=[CH:10][CH:11]=1)[N:8]=[C:7]([NH:18][CH2:17][C:16]1[CH:19]=[CH:20][CH:21]=[C:14]([Cl:13])[CH:15]=1)[CH:6]=[N:5]2. (7) The product is: [OH:47][CH2:46][CH2:48][NH:49][C:22](=[O:24])[C@H:21]([O:20][C:19]1[CH:18]=[CH:17][C:16]([C:14]2[O:13][N:12]=[C:11]([C:8]3[CH:9]=[CH:10][C:5]([O:4][CH:1]([CH3:2])[CH3:3])=[C:6]([C:28]([F:29])([F:30])[F:31])[CH:7]=3)[N:15]=2)=[CH:27][CH:26]=1)[CH3:25]. Given the reactants [CH:1]([O:4][C:5]1[CH:10]=[CH:9][C:8]([C:11]2[N:15]=[C:14]([C:16]3[CH:27]=[CH:26][C:19]([O:20][C@H:21]([CH3:25])[C:22]([OH:24])=O)=[CH:18][CH:17]=3)[O:13][N:12]=2)=[CH:7][C:6]=1[C:28]([F:31])([F:30])[F:29])([CH3:3])[CH3:2].C1C=CC2N(O)N=NC=2C=1.C(Cl)CCl.[CH2:46]([CH2:48][NH2:49])[OH:47], predict the reaction product.